Dataset: Full USPTO retrosynthesis dataset with 1.9M reactions from patents (1976-2016). Task: Predict the reactants needed to synthesize the given product. (1) Given the product [NH2:34][C:3]1[C:2]([F:1])=[C:10]([NH:11][S:12]([CH2:15][CH2:16][CH2:17][F:18])(=[O:14])=[O:13])[CH:9]=[CH:8][C:7]=1[F:19], predict the reactants needed to synthesize it. The reactants are: [F:1][C:2]1[C:10]([NH:11][S:12]([CH2:15][CH2:16][CH2:17][F:18])(=[O:14])=[O:13])=[CH:9][CH:8]=[C:7]([F:19])[C:3]=1C(O)=O.C1C=CC(P([N:34]=[N+]=[N-])(C2C=CC=CC=2)=O)=CC=1. (2) Given the product [Cl:9][C:10]1[CH:18]=[C:17]([Cl:19])[CH:16]=[CH:15][C:11]=1[C:12](=[O:13])[CH2:2][C:1]#[N:3], predict the reactants needed to synthesize it. The reactants are: [C:1](#[N:3])[CH3:2].[Li]CCCC.[Cl:9][C:10]1[CH:18]=[C:17]([Cl:19])[CH:16]=[CH:15][C:11]=1[C:12](Cl)=[O:13]. (3) The reactants are: [F:1][C:2]([F:7])([F:6])[C:3]([NH2:5])=[O:4].CC(C)([O-])C.[Na+].BrN1C(C)(C)C(=O)N(Br)C1=O.[CH2:25]([S:27][CH2:28][C:29]1[CH:34]=[CH:33][N:32]=[C:31]([NH:35][C:36]2[CH:41]=[C:40]([C:42]3[CH:47]=[CH:46][C:45]([F:48])=[CH:44][C:43]=3[O:49][CH3:50])[N:39]=[CH:38][N:37]=2)[CH:30]=1)[CH3:26].S([O-])([O-])=O.[Na+].[Na+]. Given the product [CH2:25]([S:27]([CH2:28][C:29]1[CH:34]=[CH:33][N:32]=[C:31]([NH:35][C:36]2[CH:41]=[C:40]([C:42]3[CH:47]=[CH:46][C:45]([F:48])=[CH:44][C:43]=3[O:49][CH3:50])[N:39]=[CH:38][N:37]=2)[CH:30]=1)=[N:5][C:3](=[O:4])[C:2]([F:7])([F:6])[F:1])[CH3:26], predict the reactants needed to synthesize it. (4) Given the product [CH:1]1([C:4]2[N:5]3[CH2:10][CH2:11][NH:12][CH:23]([CH2:22][CH2:21][C:18]4[CH:19]=[CH:20][C:15]([C:14]([F:13])([F:25])[F:26])=[CH:16][CH:17]=4)[C:6]3=[C:7]([I:9])[N:8]=2)[CH2:3][CH2:2]1, predict the reactants needed to synthesize it. The reactants are: [CH:1]1([C:4]2[N:5]([CH2:10][CH2:11][NH2:12])[CH:6]=[C:7]([I:9])[N:8]=2)[CH2:3][CH2:2]1.[F:13][C:14]([F:26])([F:25])[C:15]1[CH:20]=[CH:19][C:18]([CH2:21][CH2:22][CH:23]=O)=[CH:17][CH:16]=1. (5) Given the product [C:44]([O:5][C:3]([NH:31][C:24]1[C:25]2[C:30](=[CH:29][CH:28]=[CH:27][CH:26]=2)[C:22]([C:18]2[CH:19]=[CH:20][C:21]([O:51][S:48]([C:47]([F:60])([F:59])[F:46])(=[O:49])=[O:50])=[C:16]([C:12]3[CH:13]=[CH:14][CH:15]=[C:10]([O:9][CH3:8])[CH:11]=3)[CH:17]=2)([C:32]2[CH:33]=[CH:34][C:35]([O:38][CH3:39])=[CH:36][CH:37]=2)[N:23]=1)=[O:4])([CH3:43])([CH3:45])[CH3:62], predict the reactants needed to synthesize it. The reactants are: FC(F)(F)[C:3]([OH:5])=[O:4].[CH3:8][O:9][C:10]1[CH:11]=[C:12]([C:16]2[CH:21]=[CH:20][CH:19]=[C:18]([C:22]3([C:32]4[CH:37]=[CH:36][C:35]([O:38][CH3:39])=[CH:34][CH:33]=4)[C:30]4[C:25](=[CH:26][CH:27]=[CH:28][CH:29]=4)[C:24]([NH2:31])=[N:23]3)[CH:17]=2)[CH:13]=[CH:14][CH:15]=1.N1[CH:45]=[CH:44][CH:43]=CC=1.[F:46][C:47]([F:60])([F:59])[S:48]([O:51]S(C(F)(F)F)(=O)=O)(=[O:50])=[O:49].Cl[CH2:62]Cl. (6) The reactants are: [CH2:1]([C:5]1[CH:10]=[CH:9][CH:8]=[CH:7][CH:6]=1)[C:2](=[CH2:4])[CH3:3].C(#N)C.C(=O)([O-])[O-:15].[K+].[K+].OO. Given the product [CH3:4][C:2]1([CH2:1][C:5]2[CH:10]=[CH:9][CH:8]=[CH:7][CH:6]=2)[O:15][CH2:3]1, predict the reactants needed to synthesize it. (7) Given the product [CH:1]1([N:4]([CH:30]2[CH2:32][CH2:31]2)[C:5]([C:7]2[N:27]([CH2:28][CH3:29])[C:10]3=[N:11][C:12]([NH:19][C:20]4[CH:21]=[C:22]([CH3:23])[N:35]([CH2:33][CH3:34])[N:36]=4)=[C:13]4[N:17]=[CH:16][N:15]([CH3:18])[C:14]4=[C:9]3[CH:8]=2)=[O:6])[CH2:3][CH2:2]1, predict the reactants needed to synthesize it. The reactants are: [CH:1]1([N:4]([CH:30]2[CH2:32][CH2:31]2)[C:5]([C:7]2[N:27]([CH2:28][CH3:29])[C:10]3=[N:11][C:12]([NH:19]/[C:20](/SC)=[CH:21]/[C:22](=O)[CH3:23])=[C:13]4[N:17]=[CH:16][N:15]([CH3:18])[C:14]4=[C:9]3[CH:8]=2)=[O:6])[CH2:3][CH2:2]1.[CH2:33]([N:35](C(OC(C)(C)C)=O)[NH2:36])[CH3:34].C(O)=O. (8) Given the product [NH2:7][CH2:8][CH2:9][O:10][C:11]1[C:24]2[C:15](=[C:16]3[C:21](=[CH:22][CH:23]=2)[CH:20]=[CH:19][CH:18]=[N:17]3)[N:14]=[C:13]([CH:25]=[N:29][OH:30])[CH:12]=1, predict the reactants needed to synthesize it. The reactants are: C(OC(=O)[NH:7][CH2:8][CH2:9][O:10][C:11]1[C:24]2[C:15](=[C:16]3[C:21](=[CH:22][CH:23]=2)[CH:20]=[CH:19][CH:18]=[N:17]3)[N:14]=[C:13]([CH:25]=O)[CH:12]=1)(C)(C)C.Cl.[NH2:29][OH:30].[OH-].[Na+]. (9) Given the product [F:1][C:2]1[C:7]([C@H:8]2[CH2:13][CH2:12][CH2:11][C@H:10]([OH:14])[CH2:9]2)=[CH:6][CH:5]=[CH:4][N:3]=1, predict the reactants needed to synthesize it. The reactants are: [F:1][C:2]1[C:7]([C:8]2[CH2:13][CH2:12][CH2:11][C:10](=[O:14])[CH:9]=2)=[CH:6][CH:5]=[CH:4][N:3]=1. (10) The reactants are: Br[C:2]1[C:7]([F:8])=[CH:6][C:5]([O:9][CH3:10])=[CH:4][C:3]=1[F:11].[Cl:12][C:13]1[CH:18]=[C:17]([CH2:19][C:20]([O:22]C)=[O:21])[CH:16]=[CH:15][C:14]=1B(O)O.C(=O)([O-])[O-].[Na+].[Na+]. Given the product [Cl:12][C:13]1[CH:18]=[C:17]([CH2:19][C:20]([OH:22])=[O:21])[CH:16]=[CH:15][C:14]=1[C:2]1[C:7]([F:8])=[CH:6][C:5]([O:9][CH3:10])=[CH:4][C:3]=1[F:11], predict the reactants needed to synthesize it.